Dataset: Catalyst prediction with 721,799 reactions and 888 catalyst types from USPTO. Task: Predict which catalyst facilitates the given reaction. Reactant: [C:1]1([N:7]2[CH2:12][CH2:11][N:10]([CH2:13][C:14]3[CH:15]=[N:16][CH:17]=[CH:18][CH:19]=3)[CH2:9][CH2:8]2)[CH:6]=[CH:5][CH:4]=[CH:3][CH:2]=1.B. Product: [C:1]1([N:7]2[CH2:8][CH2:9][N:10]([CH2:13][C:14]3[CH:15]=[N:16][CH:17]=[CH:18][CH:19]=3)[CH2:11][CH2:12]2)[CH:6]=[CH:5][CH:4]=[CH:3][CH:2]=1. The catalyst class is: 5.